This data is from Forward reaction prediction with 1.9M reactions from USPTO patents (1976-2016). The task is: Predict the product of the given reaction. (1) Given the reactants [CH2:1]([NH2:6])[CH2:2][CH2:3][CH2:4][CH3:5].Cl[C:8]1[CH:13]=[C:12]([C:14]2[CH:19]=[CH:18][CH:17]=[C:16]([Cl:20])[C:15]=2[Cl:21])[N:11]=[C:10]([NH2:22])[N:9]=1, predict the reaction product. The product is: [Cl:21][C:15]1[C:16]([Cl:20])=[CH:17][CH:18]=[CH:19][C:14]=1[C:12]1[N:11]=[C:10]([NH2:22])[N:9]=[C:8]([NH:6][CH2:1][CH2:2][CH2:3][CH2:4][CH3:5])[CH:13]=1. (2) Given the reactants [CH3:1][O:2][C:3](=[O:30])[CH2:4][O:5][C:6]1[CH:11]=[CH:10][C:9]([O:12][CH2:13]/[CH:14]=[C:15](\[C:22]2[CH:27]=[CH:26][C:25](I)=[CH:24][CH:23]=2)/[C:16]2[CH:21]=[CH:20][CH:19]=[CH:18][CH:17]=2)=[CH:8][C:7]=1[CH3:29].[C:31]([C:33]1[CH:38]=[CH:37][CH:36]=[CH:35][N:34]=1)#[CH:32].ClCCl, predict the reaction product. The product is: [CH3:1][O:2][C:3](=[O:30])[CH2:4][O:5][C:6]1[CH:11]=[CH:10][C:9]([O:12][CH2:13]/[CH:14]=[C:15](/[C:16]2[CH:21]=[CH:20][CH:19]=[CH:18][CH:17]=2)\[C:22]2[CH:27]=[CH:26][C:25]([C:32]#[C:31][C:33]3[CH:38]=[CH:37][CH:36]=[CH:35][N:34]=3)=[CH:24][CH:23]=2)=[CH:8][C:7]=1[CH3:29]. (3) Given the reactants [OH:1][C:2]([CH:5]1[CH2:10][CH2:9][C:8]([CH3:12])([OH:11])[CH2:7][CH2:6]1)([CH3:4])[CH3:3].[Cl:13][CH2:14][C:15](O[C:15](=[O:16])[CH2:14][Cl:13])=[O:16], predict the reaction product. The product is: [Cl:13][CH2:14][C:15]([O:1][C:2]([CH:5]1[CH2:10][CH2:9][C:8]([O:11][C:15](=[O:16])[CH2:14][Cl:13])([CH3:12])[CH2:7][CH2:6]1)([CH3:4])[CH3:3])=[O:16]. (4) Given the reactants [CH3:1][CH:2]([CH2:4][CH:5]([N:17]([CH3:19])[CH3:18])[C:6]1([C:10]2[CH:11]=[CH:12][C:13]([Cl:16])=[CH:14][CH:15]=2)[CH2:9][CH2:8][CH2:7]1)[CH3:3], predict the reaction product. The product is: [CH3:3][CH:2]([CH2:4][C@H:5]([N:17]([CH3:18])[CH3:19])[C:6]1([C:10]2[CH:15]=[CH:14][C:13]([Cl:16])=[CH:12][CH:11]=2)[CH2:7][CH2:8][CH2:9]1)[CH3:1]. (5) Given the reactants [CH3:1][C:2]1[CH:3]=[N:4][C:5]([CH2:11][S+:12]([O-:24])[C:13]2[NH:14][C:15]3[CH:16]=[CH:17][C:18]([O:22][CH3:23])=[CH:19][C:20]=3[N:21]=2)=[C:6]([CH3:10])[C:7]=1[O:8][CH3:9].C1C=C2C=CC(O)=C(C3C4C(=CC=CC=4)C=CC=3O)C2=CC=1.C1C=CC=CC=1, predict the reaction product. The product is: [CH3:1][C:2]1[C:7]([O:8][CH3:9])=[C:6]([CH3:10])[C:5]([CH2:11][S@@:12]([C:13]2[NH:21][C:20]3[CH:19]=[C:18]([O:22][CH3:23])[CH:17]=[CH:16][C:15]=3[N:14]=2)=[O:24])=[N:4][CH:3]=1. (6) Given the reactants [C:1]([Si:5]([CH3:23])([CH3:22])[O:6][CH:7]([C:13]1[CH:14]=[CH:15][C:16]2[N:17]([N:19]=[CH:20][N:21]=2)[CH:18]=1)[CH:8]([N+:10]([O-])=O)[CH3:9])([CH3:4])([CH3:3])[CH3:2].CO.C([O-])=O.[NH4+], predict the reaction product. The product is: [N:21]1[CH:20]=[N:19][N:17]2[CH:18]=[C:13]([CH:7]([O:6][Si:5]([C:1]([CH3:2])([CH3:4])[CH3:3])([CH3:23])[CH3:22])[CH:8]([NH2:10])[CH3:9])[CH:14]=[CH:15][C:16]=12. (7) Given the reactants [Cl:1][C:2]1[CH:3]=[C:4]([C:12]2[O:16][N:15]=[C:14]([C:17]3[CH:18]=[CH:19][CH:20]=[C:21]4[C:25]=3[N:24]([CH3:26])[CH:23]=[C:22]4[CH2:27][N:28]3[CH2:33][CH2:32][CH:31]([C:34]([O:36]CC)=[O:35])[CH2:30][CH2:29]3)[N:13]=2)[CH:5]=[CH:6][C:7]=1[O:8][CH:9]([CH3:11])[CH3:10].[OH-].[Na+], predict the reaction product. The product is: [Cl:1][C:2]1[CH:3]=[C:4]([C:12]2[O:16][N:15]=[C:14]([C:17]3[CH:18]=[CH:19][CH:20]=[C:21]4[C:25]=3[N:24]([CH3:26])[CH:23]=[C:22]4[CH2:27][N:28]3[CH2:33][CH2:32][CH:31]([C:34]([OH:36])=[O:35])[CH2:30][CH2:29]3)[N:13]=2)[CH:5]=[CH:6][C:7]=1[O:8][CH:9]([CH3:11])[CH3:10]. (8) Given the reactants [Br:1][C:2]1[S:12][C:5]2[N:6]=[C:7]([CH3:11])[CH:8]=[C:9]([NH2:10])[C:4]=2[C:3]=1[CH3:13].[Cl:14][C:15]1[CH:16]=[C:17]([S:21](Cl)(=[O:23])=[O:22])[CH:18]=[CH:19][CH:20]=1.CC(C)([O-])C.[Na+], predict the reaction product. The product is: [Br:1][C:2]1[S:12][C:5]2=[N:6][C:7]([CH3:11])=[CH:8][C:9]([NH:10][S:21]([C:17]3[CH:18]=[CH:19][CH:20]=[C:15]([Cl:14])[CH:16]=3)(=[O:23])=[O:22])=[C:4]2[C:3]=1[CH3:13].